This data is from Forward reaction prediction with 1.9M reactions from USPTO patents (1976-2016). The task is: Predict the product of the given reaction. (1) Given the reactants O1CCCC1.[CH2:6]([O:13][C@@H:14]1[C@@H:19]([O:20][CH2:21][C:22]2[CH:27]=[CH:26][CH:25]=[CH:24][CH:23]=2)[C@H:18]([O:28][CH2:29][C:30]2[CH:35]=[CH:34][CH:33]=[CH:32][CH:31]=2)[C@@H:17]([CH2:36][O:37][CH2:38][C:39]2[CH:44]=[CH:43][CH:42]=[CH:41][CH:40]=2)[O:16][C@H:15]1[C:45]1[CH:50]=[C:49]([CH2:51][C:52]2[CH:57]=[CH:56][C:55]([O:58][CH2:59][CH2:60][N:61]3C(=O)C4C(=CC=CC=4)C3=O)=[CH:54][C:53]=2[CH3:72])[C:48]([CH3:73])=[CH:47][C:46]=1[O:74][CH2:75][C:76]1[CH:81]=[CH:80][CH:79]=[CH:78][CH:77]=1)[C:7]1[CH:12]=[CH:11][CH:10]=[CH:9][CH:8]=1.O.NN.[OH-].[Na+], predict the reaction product. The product is: [NH2:61][CH2:60][CH2:59][O:58][C:55]1[CH:56]=[CH:57][C:52]([CH2:51][C:49]2[C:48]([CH3:73])=[CH:47][C:46]([O:74][CH2:75][C:76]3[CH:81]=[CH:80][CH:79]=[CH:78][CH:77]=3)=[C:45]([C@@H:15]3[O:16][C@H:17]([CH2:36][O:37][CH2:38][C:39]4[CH:40]=[CH:41][CH:42]=[CH:43][CH:44]=4)[C@@H:18]([O:28][CH2:29][C:30]4[CH:35]=[CH:34][CH:33]=[CH:32][CH:31]=4)[C@H:19]([O:20][CH2:21][C:22]4[CH:27]=[CH:26][CH:25]=[CH:24][CH:23]=4)[C@H:14]3[O:13][CH2:6][C:7]3[CH:8]=[CH:9][CH:10]=[CH:11][CH:12]=3)[CH:50]=2)=[C:53]([CH3:72])[CH:54]=1. (2) Given the reactants Cl.[NH2:2][C:3]([NH2:5])=[NH:4].[F:6][C:7]1[CH:26]=[CH:25][C:10]([C:11]([NH:13][CH:14]([C:20](OCC)=[O:21])[C:15](OCC)=[O:16])=[O:12])=[CH:9][CH:8]=1.[Na], predict the reaction product. The product is: [NH2:4][C:3]1[N:5]=[C:15]([OH:16])[C:14]([NH:13][C:11](=[O:12])[C:10]2[CH:25]=[CH:26][C:7]([F:6])=[CH:8][CH:9]=2)=[C:20]([OH:21])[N:2]=1. (3) Given the reactants [CH2:1]([N:8]([CH2:10][C:11]1[C:12]([C:43]([OH:45])=O)=[C:13]([N:28]([CH2:34][C:35]2[C:40]([F:41])=[CH:39][CH:38]=[CH:37][C:36]=2[F:42])[C:29]([O:31]CC)=O)[S:14][C:15]=1[C:16]1[CH:21]=[CH:20][C:19]([NH:22][C:23]([NH:25][O:26][CH3:27])=[O:24])=[CH:18][CH:17]=1)[CH3:9])[C:2]1[CH:7]=[CH:6][CH:5]=[CH:4][CH:3]=1.[F:46][C:47]1[CH:53]=[CH:52][C:50]([NH2:51])=[CH:49][CH:48]=1, predict the reaction product. The product is: [CH2:1]([N:8]([CH2:10][C:11]1[C:12]2[C:43](=[O:45])[N:51]([C:50]3[CH:52]=[CH:53][C:47]([F:46])=[CH:48][CH:49]=3)[C:29](=[O:31])[N:28]([CH2:34][C:35]3[C:40]([F:41])=[CH:39][CH:38]=[CH:37][C:36]=3[F:42])[C:13]=2[S:14][C:15]=1[C:16]1[CH:21]=[CH:20][C:19]([NH:22][C:23]([NH:25][O:26][CH3:27])=[O:24])=[CH:18][CH:17]=1)[CH3:9])[C:2]1[CH:3]=[CH:4][CH:5]=[CH:6][CH:7]=1. (4) Given the reactants B(O)(O)[C:2]1[CH:7]=[CH:6][C:5]([CH:8]=[O:9])=[CH:4][CH:3]=1.[CH2:12]([O:16][NH:17][C:18]([N:20]([C:30]1[C:35]([O:36][CH3:37])=[N:34][C:33]([CH3:38])=[CH:32][N:31]=1)[S:21]([C:24]1[S:25][CH:26]=[CH:27][C:28]=1Br)(=[O:23])=[O:22])=[O:19])[CH:13]([CH3:15])[CH3:14].C(=O)([O-])[O-].[Na+].[Na+].C(OCC)(=O)C, predict the reaction product. The product is: [CH2:12]([O:16][NH:17][C:18]([N:20]([C:30]1[C:35]([O:36][CH3:37])=[N:34][C:33]([CH3:38])=[CH:32][N:31]=1)[S:21]([C:24]1[S:25][CH:26]=[CH:27][C:28]=1[C:2]1[CH:7]=[CH:6][C:5]([CH:8]=[O:9])=[CH:4][CH:3]=1)(=[O:23])=[O:22])=[O:19])[CH:13]([CH3:15])[CH3:14]. (5) Given the reactants C(OC(=O)[NH:7][CH2:8][C:9]1[CH:10]=[C:11]2[C:15](=[CH:16][CH:17]=1)[CH2:14][NH:13][C:12]2=[O:18])(C)(C)C, predict the reaction product. The product is: [NH2:7][CH2:8][C:9]1[CH:10]=[C:11]2[C:15]([CH2:14][NH:13][C:12]2=[O:18])=[CH:16][CH:17]=1. (6) Given the reactants C([O-])([O-])=O.[K+].[K+].[CH2:7]([O:9][C:10](=[O:23])[C:11]1[CH:16]=[C:15](I)[C:14]([O:18][CH2:19][CH2:20][OH:21])=[C:13]([Br:22])[CH:12]=1)[CH3:8].[Cl:24][C:25]1[CH:26]=[C:27](B(O)O)[CH:28]=[CH:29][C:30]=1[F:31].C(Cl)Cl, predict the reaction product. The product is: [CH2:7]([O:9][C:10](=[O:23])[C:11]1[CH:16]=[C:15]([C:27]2[CH:28]=[CH:29][C:30]([F:31])=[C:25]([Cl:24])[CH:26]=2)[C:14]([O:18][CH2:19][CH2:20][OH:21])=[C:13]([Br:22])[CH:12]=1)[CH3:8]. (7) Given the reactants [OH:1][C:2]1[CH:11]=[CH:10][C:5]([C:6]([O:8][CH3:9])=[O:7])=[CH:4][C:3]=1[O:12][CH3:13].Br[CH:15]([CH3:23])[C:16]([O:18]C(C)(C)C)=[O:17].C(=O)([O-])[O-].[Cs+].[Cs+], predict the reaction product. The product is: [CH3:13][O:12][C:3]1[CH:4]=[C:5]([C:6]([O:8][CH3:9])=[O:7])[CH:10]=[CH:11][C:2]=1[O:1][CH:15]([CH3:23])[C:16]([OH:18])=[O:17]. (8) The product is: [Cl:15][CH2:11][C:3]1[S:4][C:5]2[CH:10]=[CH:9][CH:8]=[CH:7][C:6]=2[C:2]=1[CH3:1]. Given the reactants [CH3:1][C:2]1[C:6]2[CH:7]=[CH:8][CH:9]=[CH:10][C:5]=2[S:4][C:3]=1[CH2:11]O.S(Cl)([Cl:15])=O, predict the reaction product. (9) Given the reactants C(OC([N:8]1[CH2:13][CH2:12][CH:11]([O:14][C:15]2[CH:20]=[CH:19][CH:18]=[C:17]([NH:21][C:22](=[O:31])[C:23]3[CH:28]=[CH:27][C:26]([F:29])=[CH:25][C:24]=3[Cl:30])[CH:16]=2)[CH2:10][CH:9]1[CH3:32])=O)(C)(C)C.O.C1(C)C=CC(S(O)(=O)=O)=CC=1, predict the reaction product. The product is: [Cl:30][C:24]1[CH:25]=[C:26]([F:29])[CH:27]=[CH:28][C:23]=1[C:22]([NH:21][C:17]1[CH:18]=[CH:19][CH:20]=[C:15]([O:14][CH:11]2[CH2:12][CH2:13][NH:8][CH:9]([CH3:32])[CH2:10]2)[CH:16]=1)=[O:31]. (10) Given the reactants [OH:1][C@@:2]1([C:9]#[C:10][C:11]2[CH:12]=[C:13]([N:17]3[C:25]4[C:20](=[CH:21][C:22]([C:26]5[CH:27]=[N:28][N:29]([CH2:31][CH2:32][OH:33])[CH:30]=5)=[CH:23][CH:24]=4)[C:19]([C:34]([O:36]C)=O)=[N:18]3)[CH:14]=[CH:15][CH:16]=2)[CH2:6][CH2:5][N:4]([CH3:7])[C:3]1=[O:8].[NH3:38], predict the reaction product. The product is: [OH:1][C@@:2]1([C:9]#[C:10][C:11]2[CH:12]=[C:13]([N:17]3[C:25]4[C:20](=[CH:21][C:22]([C:26]5[CH:27]=[N:28][N:29]([CH2:31][CH2:32][OH:33])[CH:30]=5)=[CH:23][CH:24]=4)[C:19]([C:34]([NH2:38])=[O:36])=[N:18]3)[CH:14]=[CH:15][CH:16]=2)[CH2:6][CH2:5][N:4]([CH3:7])[C:3]1=[O:8].